This data is from Reaction yield outcomes from USPTO patents with 853,638 reactions. The task is: Predict the reaction yield, written as a fraction of the theoretical maximum amount of product (1.0 means a 100% yield; for example, 0.34 means a 34% yield). (1) The reactants are [CH:1]([C:4]1[CH:9]=[CH:8][C:7]([CH:10]2[C:14]3[C:15]([CH3:22])=[C:16]([NH2:21])[C:17]([CH3:20])=[C:18]([CH3:19])[C:13]=3[O:12][C:11]2([CH3:24])[CH3:23])=[CH:6][CH:5]=1)([CH3:3])[CH3:2].[CH3:25][O:26][C:27]1[CH:35]=[CH:34][C:30]([C:31](Cl)=[O:32])=[CH:29][CH:28]=1. The catalyst is C(OCC)(=O)C.CCCCCC. The product is [CH:1]([C:4]1[CH:9]=[CH:8][C:7]([CH:10]2[C:14]3[C:15]([CH3:22])=[C:16]([NH:21][C:31](=[O:32])[C:30]4[CH:34]=[CH:35][C:27]([O:26][CH3:25])=[CH:28][CH:29]=4)[C:17]([CH3:20])=[C:18]([CH3:19])[C:13]=3[O:12][C:11]2([CH3:24])[CH3:23])=[CH:6][CH:5]=1)([CH3:3])[CH3:2]. The yield is 0.420. (2) The reactants are [F:1][C:2]1[CH:7]=[CH:6][C:5]([S:8]([NH:11][CH2:12][C:13]([F:16])([F:15])[F:14])(=[O:10])=[O:9])=[CH:4][CH:3]=1.Br[CH2:18][C:19]([NH:21][CH2:22][C:23]1[CH:24]=[C:25]([C:29]2[CH:34]=[CH:33][C:32]([C:35]([F:38])([F:37])[F:36])=[CH:31][CH:30]=2)[CH:26]=[CH:27][CH:28]=1)=[O:20].C(=O)([O-])[O-].[Cs+].[Cs+].C(OCC)(=O)C. The catalyst is CN(C=O)C.O. The product is [F:1][C:2]1[CH:3]=[CH:4][C:5]([S:8]([N:11]([CH2:12][C:13]([F:16])([F:14])[F:15])[CH2:18][C:19]([NH:21][CH2:22][C:23]2[CH:24]=[C:25]([C:29]3[CH:34]=[CH:33][C:32]([C:35]([F:36])([F:37])[F:38])=[CH:31][CH:30]=3)[CH:26]=[CH:27][CH:28]=2)=[O:20])(=[O:9])=[O:10])=[CH:6][CH:7]=1. The yield is 0.880. (3) The reactants are C([O:8][C:9](=[O:17])[C:10]1[CH:15]=[CH:14][C:13](F)=[CH:12][CH:11]=1)C1C=CC=CC=1.C(N(C(C)C)CC)(C)C.[NH:27]1[CH2:37][CH2:36][CH:30]([C:31]([O:33][CH2:34][CH3:35])=[O:32])[CH2:29][CH2:28]1.[H][H]. The catalyst is O1CCOCC1.CN(C1C=CN=CC=1)C.CCO.[Pd]. The product is [CH2:34]([O:33][C:31]([CH:30]1[CH2:36][CH2:37][N:27]([C:13]2[CH:12]=[CH:11][C:10]([C:9]([OH:8])=[O:17])=[CH:15][CH:14]=2)[CH2:28][CH2:29]1)=[O:32])[CH3:35]. The yield is 0.100. (4) The reactants are [C:1]1([CH:7]([C:30]2[CH:35]=[CH:34][CH:33]=[CH:32][CH:31]=2)[CH2:8][CH2:9][N:10]2[CH2:15][CH2:14][N:13]([C:16]3[CH:17]=[C:18]([CH:27]=[CH:28][CH:29]=3)[C:19]([NH:21][CH2:22][C:23]([F:26])([F:25])[F:24])=[O:20])[CH2:12][CH2:11]2)[CH:6]=[CH:5][CH:4]=[CH:3][CH:2]=1.[OH-].[Na+].C(=O)([O-])[O-].[K+].[K+].[CH2:44](Br)[C:45]1[CH:50]=[CH:49][CH:48]=[CH:47][CH:46]=1. The catalyst is C1(C)C=CC=CC=1.S([O-])(O)(=O)=O.C([N+](CCCC)(CCCC)CCCC)CCC.O. The product is [CH2:44]([N:21]([CH2:22][C:23]([F:25])([F:26])[F:24])[C:19](=[O:20])[C:18]1[CH:27]=[CH:28][CH:29]=[C:16]([N:13]2[CH2:12][CH2:11][N:10]([CH2:9][CH2:8][CH:7]([C:1]3[CH:2]=[CH:3][CH:4]=[CH:5][CH:6]=3)[C:30]3[CH:35]=[CH:34][CH:33]=[CH:32][CH:31]=3)[CH2:15][CH2:14]2)[CH:17]=1)[C:45]1[CH:50]=[CH:49][CH:48]=[CH:47][CH:46]=1. The yield is 0.210. (5) The reactants are [C:1]([O:5][C:6]([N:8]1[CH2:13][CH2:12][NH:11][CH2:10][CH2:9]1)=[O:7])([CH3:4])([CH3:3])[CH3:2].[CH3:14][C:15]1[C:19]([CH3:20])=[C:18]([NH:21][C:22](=O)[O:23]CC(Cl)(Cl)Cl)[O:17][N:16]=1.CS(C)=O. The catalyst is O. The product is [CH3:14][C:15]1[C:19]([CH3:20])=[C:18]([NH:21][C:22]([N:11]2[CH2:12][CH2:13][N:8]([C:6]([O:5][C:1]([CH3:4])([CH3:2])[CH3:3])=[O:7])[CH2:9][CH2:10]2)=[O:23])[O:17][N:16]=1. The yield is 0.414. (6) The reactants are [OH:1][C:2]1[CH:3]=[CH:4][C:5]([C:8]([OH:10])=[O:9])=[N:6][CH:7]=1.S(=O)(=O)(O)O.[OH-].[Na+].C(=O)(O)[O-].[Na+].[C:23](O)(=O)[CH2:24]C(CC(O)=O)(C(O)=O)O. The catalyst is C(O)C. The product is [CH2:23]([O:9][C:8]([C:5]1[CH:4]=[CH:3][C:2]([OH:1])=[CH:7][N:6]=1)=[O:10])[CH3:24]. The yield is 0.550.